This data is from Full USPTO retrosynthesis dataset with 1.9M reactions from patents (1976-2016). The task is: Predict the reactants needed to synthesize the given product. (1) Given the product [NH:2]1[C:10]2[C:5](=[CH:6][C:7]([NH:11][C:12]3[C:17]([C:18]#[N:19])=[CH:16][N:15]=[C:14]4[S:20][C:21]([C:35]5[CH:36]=[CH:37][C:32]([CH2:31][N:28]6[CH2:27][CH2:26][N:25]([CH3:24])[CH2:30][CH2:29]6)=[CH:33][N:34]=5)=[CH:22][C:13]=34)=[CH:8][CH:9]=2)[CH:4]=[CH:3]1, predict the reactants needed to synthesize it. The reactants are: Cl.[NH:2]1[C:10]2[C:5](=[CH:6][C:7]([NH:11][C:12]3[C:17]([C:18]#[N:19])=[CH:16][N:15]=[C:14]4[S:20][C:21](I)=[CH:22][C:13]=34)=[CH:8][CH:9]=2)[CH:4]=[CH:3]1.[CH3:24][N:25]1[CH2:30][CH2:29][N:28]([CH2:31][C:32]2[CH:33]=[N:34][C:35]([Sn](CCCC)(CCCC)CCCC)=[CH:36][CH:37]=2)[CH2:27][CH2:26]1. (2) Given the product [C:25]([C:12]1[C:13]2[C:18]([N:19]3[CH2:24][CH2:23][CH2:22][CH2:21][CH2:20]3)=[N:17][CH:16]=[N:15][C:14]=2[NH:10][CH:11]=1)#[CH:26], predict the reactants needed to synthesize it. The reactants are: C1(S([N:10]2[C:14]3[N:15]=[CH:16][N:17]=[C:18]([N:19]4[CH2:24][CH2:23][CH2:22][CH2:21][CH2:20]4)[C:13]=3[C:12]([C:25]#[C:26][Si](CC)(CC)CC)=[CH:11]2)(=O)=O)C=CC=CC=1.[F-].C([N+](CCCC)(CCCC)CCCC)CCC.CO.[OH-].[K+]. (3) Given the product [Cl:17][C:8]1[C:7]2[C:11](=[C:3]([C:2]([F:15])([F:1])[F:16])[CH:4]=[CH:5][CH:6]=2)[NH:10][C:9]=1[C:12]([OH:14])=[O:13], predict the reactants needed to synthesize it. The reactants are: [F:1][C:2]([F:16])([F:15])[C:3]1[CH:4]=[CH:5][CH:6]=[C:7]2[C:11]=1[NH:10][C:9]([C:12]([OH:14])=[O:13])=[CH:8]2.[Cl:17]N1C(=O)CCC1=O.